Dataset: Full USPTO retrosynthesis dataset with 1.9M reactions from patents (1976-2016). Task: Predict the reactants needed to synthesize the given product. (1) The reactants are: [NH2:1][C:2]1[S:3][CH:4]=[CH:5][N:6]=1.Br[CH2:8][C:9]([C:11]1[CH:16]=[CH:15][C:14]([Cl:17])=[CH:13][CH:12]=1)=O.C([O-])([O-])=O.[K+].[K+]. Given the product [Cl:17][C:14]1[CH:15]=[CH:16][C:11]([C:9]2[N:1]=[C:2]3[N:6]([CH:8]=2)[CH:5]=[CH:4][S:3]3)=[CH:12][CH:13]=1, predict the reactants needed to synthesize it. (2) Given the product [Br:18][CH2:10][C:3]1[C:2]([CH3:1])=[N:7][C:6]([CH3:8])=[C:5]([CH3:9])[N:4]=1, predict the reactants needed to synthesize it. The reactants are: [CH3:1][C:2]1[N:7]=[C:6]([CH3:8])[C:5]([CH3:9])=[N:4][C:3]=1[CH3:10].C1C(=O)N([Br:18])C(=O)C1.C(OOC(=O)C1C=CC=CC=1)(=O)C1C=CC=CC=1. (3) Given the product [F:1][C:2]1[CH:3]=[C:4]2[C:9](=[CH:10][CH:11]=1)[C:8](=[O:12])[NH:7][CH:6]=[C:5]2[C:13]([OH:15])=[O:14], predict the reactants needed to synthesize it. The reactants are: [F:1][C:2]1[CH:3]=[C:4]2[C:9](=[CH:10][CH:11]=1)[C:8](=[O:12])[NH:7][CH:6]=[C:5]2[C:13]([O:15]C)=[O:14].[OH-].[Na+].Cl. (4) Given the product [N:11]1[CH:16]=[CH:15][N:14]=[CH:13][C:12]=1[C:17]1[O:1][N:2]=[C:3]([C:4]2[CH:5]=[N:6][CH:7]=[CH:8][CH:9]=2)[N:10]=1, predict the reactants needed to synthesize it. The reactants are: [OH:1][N:2]=[C:3]([NH2:10])[C:4]1[CH:9]=[CH:8][CH:7]=[N:6][CH:5]=1.[N:11]1[CH:16]=[CH:15][N:14]=[CH:13][C:12]=1[C:17](O)=O.N. (5) The reactants are: Cl[C:2]1[N:11]=[CH:10][C:9]([Cl:12])=[CH:8][C:3]=1[C:4]([O:6][CH3:7])=[O:5].[F:13][C:14]([F:28])([F:27])[C:15]1[CH:26]=[CH:25][C:18]([O:19][CH:20]2[CH2:24][CH2:23][NH:22][CH2:21]2)=[CH:17][CH:16]=1. Given the product [Cl:12][C:9]1[CH:10]=[N:11][C:2]([N:22]2[CH2:23][CH2:24][CH:20]([O:19][C:18]3[CH:17]=[CH:16][C:15]([C:14]([F:13])([F:28])[F:27])=[CH:26][CH:25]=3)[CH2:21]2)=[C:3]([CH:8]=1)[C:4]([O:6][CH3:7])=[O:5], predict the reactants needed to synthesize it. (6) Given the product [C:1]([O:5][C:6](=[O:19])[NH:7][C:8]1[C:9]([O:16][CH2:17][CH3:18])=[N:10][N:11]2[C:15]([Br:25])=[CH:14][S:13][C:12]=12)([CH3:4])([CH3:3])[CH3:2], predict the reactants needed to synthesize it. The reactants are: [C:1]([O:5][C:6](=[O:19])[NH:7][C:8]1[C:9]([O:16][CH2:17][CH3:18])=[N:10][N:11]2[CH:15]=[CH:14][S:13][C:12]=12)([CH3:4])([CH3:3])[CH3:2].C([Li])CCC.[Br:25]C(F)(F)C(F)(F)Br.[Cl-].[NH4+]. (7) Given the product [Br:1][C:2]1[CH:7]=[CH:6][C:5]([C:8](=[N:22][O:23][CH2:24][CH3:25])[CH:9]2[CH2:10][CH2:11][N:12]([C:15]3([CH3:21])[CH2:20][CH2:19][N:18]([C:36]([C:29]4[C:30]5[C:35](=[CH:34][CH:33]=[CH:32][CH:31]=5)[N:26]=[N:27][CH:28]=4)=[O:37])[CH2:17][CH2:16]3)[CH2:13][CH2:14]2)=[CH:4][CH:3]=1, predict the reactants needed to synthesize it. The reactants are: [Br:1][C:2]1[CH:7]=[CH:6][C:5](/[C:8](=[N:22]\[O:23][CH2:24][CH3:25])/[CH:9]2[CH2:14][CH2:13][N:12]([C:15]3([CH3:21])[CH2:20][CH2:19][NH:18][CH2:17][CH2:16]3)[CH2:11][CH2:10]2)=[CH:4][CH:3]=1.[N:26]1[C:35]2[C:30](=[CH:31][CH:32]=[CH:33][CH:34]=2)[C:29]([C:36](O)=[O:37])=[CH:28][N:27]=1.CCN(CC)CC.CN(C(ON1N=NC2C=CC=NC1=2)=[N+](C)C)C.F[P-](F)(F)(F)(F)F. (8) Given the product [CH3:1][O:2][CH2:3][C:4]1[CH:5]=[C:6]([N:7]([CH2:20][C:19]2[CH:22]=[CH:23][CH:24]=[C:17]([O:16][C:12]([F:25])([F:11])[CH:13]([F:15])[F:14])[CH:18]=2)[CH2:47][CH:46]([OH:48])[C:45]([F:50])([F:49])[F:44])[CH:8]=[CH:9][CH:10]=1, predict the reactants needed to synthesize it. The reactants are: [CH3:1][O:2][CH2:3][C:4]1[CH:5]=[C:6]([CH:8]=[CH:9][CH:10]=1)[NH2:7].[F:11][C:12]([F:25])([O:16][C:17]1[CH:18]=[C:19]([CH:22]=[CH:23][CH:24]=1)[CH:20]=O)[CH:13]([F:15])[F:14].C(O)(=O)C.[BH-](OC(C)=O)(OC(C)=O)OC(C)=O.[Na+].[F:44][C:45]([F:50])([F:49])[CH:46]1[O:48][CH2:47]1. (9) Given the product [C:33]([C:37]1[N:42]=[C:41]([N:43]2[CH2:44][CH2:45][N:46]([CH2:2][CH2:3][CH2:4][CH2:5][N:6]3[C:15]4[C:10](=[CH:11][CH:12]=[CH:13][CH:14]=4)[CH2:9][CH2:8][C:7]3=[O:16])[CH2:47][CH2:48]2)[CH:40]=[C:39]([C:49]([F:50])([F:51])[F:52])[N:38]=1)([CH3:36])([CH3:34])[CH3:35], predict the reactants needed to synthesize it. The reactants are: Cl[CH2:2][CH2:3][CH2:4][CH2:5][N:6]1[C:15]2[C:10](=[CH:11][CH:12]=[CH:13][CH:14]=2)[CH2:9][CH2:8][C:7]1=[O:16].BrCCCCN1C2C(=CC=CC=2)CCC1=O.[C:33]([C:37]1[N:42]=[C:41]([N:43]2[CH2:48][CH2:47][NH:46][CH2:45][CH2:44]2)[CH:40]=[C:39]([C:49]([F:52])([F:51])[F:50])[N:38]=1)([CH3:36])([CH3:35])[CH3:34].CCN(CC)CC.